This data is from CYP1A2 inhibition data for predicting drug metabolism from PubChem BioAssay. The task is: Regression/Classification. Given a drug SMILES string, predict its absorption, distribution, metabolism, or excretion properties. Task type varies by dataset: regression for continuous measurements (e.g., permeability, clearance, half-life) or binary classification for categorical outcomes (e.g., BBB penetration, CYP inhibition). Dataset: cyp1a2_veith. (1) The molecule is Cc1sc(NC(=O)C2CCCCC2C(=O)O)c(C(N)=O)c1C. The result is 0 (non-inhibitor). (2) The compound is CCN(CC)c1ncnc2c1sc1nc(C)cc(C)c12. The result is 1 (inhibitor). (3) The molecule is COc1cc(C(=O)NCCC(C)C)c([N+](=O)[O-])cc1OC. The result is 0 (non-inhibitor). (4) The molecule is CO[C@@H]1COC(=O)C/C=C\[C@@H](C)[C@H](OC)COC(=O)[C@@H](C)COC(=O)C/C=C\[C@H]1C. The result is 0 (non-inhibitor).